Dataset: Reaction yield outcomes from USPTO patents with 853,638 reactions. Task: Predict the reaction yield, written as a fraction of the theoretical maximum amount of product (1.0 means a 100% yield; for example, 0.34 means a 34% yield). (1) The reactants are [Si:1](Cl)([C:4]([CH3:7])([CH3:6])[CH3:5])([CH3:3])[CH3:2].[OH:9][CH2:10][CH2:11][N:12]1[CH2:17][CH2:16][CH2:15][N:14]([CH:18]2[CH2:23][CH2:22][N:21]([C:24]([O:26][CH2:27][C:28]3[CH:33]=[CH:32][CH:31]=[CH:30][CH:29]=3)=[O:25])[CH2:20][CH2:19]2)[C:13]1=[O:34].C(N(CC)CC)C. The catalyst is ClCCl. The product is [Si:1]([O:9][CH2:10][CH2:11][N:12]1[CH2:17][CH2:16][CH2:15][N:14]([CH:18]2[CH2:23][CH2:22][N:21]([C:24]([O:26][CH2:27][C:28]3[CH:29]=[CH:30][CH:31]=[CH:32][CH:33]=3)=[O:25])[CH2:20][CH2:19]2)[C:13]1=[O:34])([C:4]([CH3:7])([CH3:6])[CH3:5])([CH3:3])[CH3:2]. The yield is 0.990. (2) No catalyst specified. The product is [CH3:17][O:18][CH2:5][C:6]1[N:10]2[C:9]([CH:14]=[CH:13][CH:12]=[CH:11]2)=[CH:8][CH:7]=1. The yield is 0.900. The reactants are [F-].[K+].C[Si](C)(C)[C:5]#[C:6]/[CH:7]=[CH:8]\[C:9]1[CH:14]=[CH:13][CH:12]=[CH:11][N:10]=1.[CH3:17][OH:18]. (3) The reactants are [CH2:1]([O:8][C:9](=[O:14])[NH:10][CH2:11][CH2:12][OH:13])[C:2]1[CH:7]=[CH:6][CH:5]=[CH:4][CH:3]=1.CCN(C(C)C)C(C)C. The catalyst is C(Cl)Cl.CS(C)=O. The product is [CH2:1]([O:8][C:9](=[O:14])[NH:10][CH2:11][CH:12]=[O:13])[C:2]1[CH:7]=[CH:6][CH:5]=[CH:4][CH:3]=1. The yield is 0.820.